From a dataset of Full USPTO retrosynthesis dataset with 1.9M reactions from patents (1976-2016). Predict the reactants needed to synthesize the given product. (1) Given the product [F:36][C:33]1[CH:34]=[CH:35][C:30]([CH2:29][N:19]2[CH2:20][CH2:21][C:16]3([O:15][C:14]4[C:24]5[C:10]([C:11](=[O:27])[C:12](=[O:26])[C:13]=4[S:23][CH2:22]3)=[CH:9][CH:8]=[C:7]([C:1]3[CH:2]=[CH:3][CH:4]=[CH:5][CH:6]=3)[CH:25]=5)[CH2:17][CH2:18]2)=[CH:31][CH:32]=1, predict the reactants needed to synthesize it. The reactants are: [C:1]1([C:7]2[CH:25]=[C:24]3[C:10]([C:11](=[O:27])[C:12](=[O:26])[C:13]4[S:23][CH2:22][C:16]5([CH2:21][CH2:20][NH:19][CH2:18][CH2:17]5)[O:15][C:14]=43)=[CH:9][CH:8]=2)[CH:6]=[CH:5][CH:4]=[CH:3][CH:2]=1.Br[CH2:29][C:30]1[CH:35]=[CH:34][C:33]([F:36])=[CH:32][CH:31]=1. (2) Given the product [F:27][C:8]1([F:28])[CH2:1][C:13]2([CH2:18][CH2:17][N:16]([C:19]([O:21][C:22]([CH3:25])([CH3:24])[CH3:23])=[O:20])[CH2:15][CH2:14]2)[CH2:12][NH:11][C:9]1=[O:10], predict the reactants needed to synthesize it. The reactants are: [CH3:1]C(C)([O-])C.[K+].Br[C:8]([F:28])([F:27])[C:9]([NH:11][CH2:12][C:13]1(O)[CH2:18][CH2:17][N:16]([C:19]([O:21][C:22]([CH3:25])([CH3:24])[CH3:23])=[O:20])[CH2:15][CH2:14]1)=[O:10]. (3) Given the product [F:1][C:2]1[CH:3]=[C:4]([NH:9][C:10]2[O:37][C:14]([C:15]([NH:17][C:18]3[CH:19]=[CH:20][C:21]([O:24][CH:25]4[CH2:30][CH2:29][C:28]([CH3:36])([C:31]([O:33][CH2:34][CH3:35])=[O:32])[CH2:27][CH2:26]4)=[N:22][CH:23]=3)=[O:16])=[N:12][N:13]=2)[CH:5]=[CH:6][C:7]=1[F:8], predict the reactants needed to synthesize it. The reactants are: [F:1][C:2]1[CH:3]=[C:4]([N:9]=[C:10]=S)[CH:5]=[CH:6][C:7]=1[F:8].[NH:12]([C:14](=[O:37])[C:15]([NH:17][C:18]1[CH:19]=[CH:20][C:21]([O:24][CH:25]2[CH2:30][CH2:29][C:28]([CH3:36])([C:31]([O:33][CH2:34][CH3:35])=[O:32])[CH2:27][CH2:26]2)=[N:22][CH:23]=1)=[O:16])[NH2:13].Cl.CN(C)CCCN=C=NCC. (4) Given the product [CH2:19]([O:21][C:22](=[O:32])[CH:23]=[CH:24][C:25]1[CH:30]=[CH:29][CH:28]=[C:27]([NH:31][C:16]([C:14]2[O:15][C:11]([C:1]34[CH2:10][CH:5]5[CH2:4][CH:3]([CH2:9][CH:7]([CH2:6]5)[CH2:8]3)[CH2:2]4)=[CH:12][CH:13]=2)=[O:17])[CH:26]=1)[CH3:20], predict the reactants needed to synthesize it. The reactants are: [C:1]12([C:11]3[O:15][C:14]([C:16](O)=[O:17])=[CH:13][CH:12]=3)[CH2:10][CH:5]3[CH2:6][CH:7]([CH2:9][CH:3]([CH2:4]3)[CH2:2]1)[CH2:8]2.[CH2:19]([O:21][C:22](=[O:32])[CH:23]=[CH:24][C:25]1[CH:30]=[CH:29][CH:28]=[C:27]([NH2:31])[CH:26]=1)[CH3:20]. (5) Given the product [Cl:1][C:2]1[C:3]([OH:20])=[C:4]([N+:21]([O-:23])=[O:22])[C:5]([N:9]2[C:10](=[O:19])[C:11]3=[CH:18][CH:17]=[CH:16][CH:15]=[C:12]3[C:13]2=[O:14])=[C:6]([F:8])[CH:7]=1, predict the reactants needed to synthesize it. The reactants are: [Cl:1][C:2]1[CH:7]=[C:6]([F:8])[C:5]([N:9]2[C:13](=[O:14])[C:12]3=[CH:15][CH:16]=[CH:17][CH:18]=[C:11]3[C:10]2=[O:19])=[CH:4][C:3]=1[OH:20].[N+:21]([O-])([OH:23])=[O:22]. (6) Given the product [Cl:34][C:31]1[CH:32]=[CH:33][C:28]([O:27][C:24]2[CH:23]=[CH:22][C:21]([CH2:20][CH2:19][O:18][C:16]3[C:15]([F:39])=[CH:14][N:13]=[C:12]([O:8][CH2:7][C:1]4[CH:6]=[CH:5][CH:4]=[CH:3][CH:2]=4)[N:17]=3)=[CH:26][CH:25]=2)=[CH:29][C:30]=1[C:35]([F:36])([F:38])[F:37], predict the reactants needed to synthesize it. The reactants are: [C:1]1([CH2:7][OH:8])[CH:6]=[CH:5][CH:4]=[CH:3][CH:2]=1.[H-].[Na+].Cl[C:12]1[N:17]=[C:16]([O:18][CH2:19][CH2:20][C:21]2[CH:26]=[CH:25][C:24]([O:27][C:28]3[CH:33]=[CH:32][C:31]([Cl:34])=[C:30]([C:35]([F:38])([F:37])[F:36])[CH:29]=3)=[CH:23][CH:22]=2)[C:15]([F:39])=[CH:14][N:13]=1. (7) Given the product [NH2:28][O:27][C@@H:16]([CH2:15][C:12]1[CH:11]=[CH:10][C:9]([O:8][CH2:1][C:2]2[CH:7]=[CH:6][CH:5]=[CH:4][CH:3]=2)=[CH:14][CH:13]=1)[C:17]([O:19][CH2:20][C:21]1[CH:22]=[CH:23][CH:24]=[CH:25][CH:26]=1)=[O:18], predict the reactants needed to synthesize it. The reactants are: [CH2:1]([O:8][C:9]1[CH:14]=[CH:13][C:12]([CH2:15][C@H:16]([O:27][N:28]2C(=O)C3C(=CC=CC=3)C2=O)[C:17]([O:19][CH2:20][C:21]2[CH:26]=[CH:25][CH:24]=[CH:23][CH:22]=2)=[O:18])=[CH:11][CH:10]=1)[C:2]1[CH:7]=[CH:6][CH:5]=[CH:4][CH:3]=1.O.NN. (8) The reactants are: [CH:1]([N:5]1[CH:13]=[N:12][C:11]2[C:6]1=[N:7][C:8]([N:21]1[CH2:26][CH2:25][O:24][CH2:23][CH2:22]1)=[N:9][C:10]=2[C:14]1[CH:15]=[C:16]([OH:20])[CH:17]=[CH:18][CH:19]=1)([CH2:3][CH3:4])[CH3:2].COCCN1C=NC2C1=NC(N1CCOCC1)=NC=2C1C=C(O)C=CC=1.[CH3:53][C:54]([Si:57](Cl)([CH3:59])[CH3:58])([CH3:56])[CH3:55].N1C=CN=C1. Given the product [CH:1]([N:5]1[CH:13]=[N:12][C:11]2[C:6]1=[N:7][C:8]([N:21]1[CH2:26][CH2:25][O:24][CH2:23][CH2:22]1)=[N:9][C:10]=2[C:14]1[CH:19]=[CH:18][CH:17]=[C:16]([O:20][Si:57]([C:54]([CH3:56])([CH3:55])[CH3:53])([CH3:59])[CH3:58])[CH:15]=1)([CH2:3][CH3:4])[CH3:2], predict the reactants needed to synthesize it.